From a dataset of Full USPTO retrosynthesis dataset with 1.9M reactions from patents (1976-2016). Predict the reactants needed to synthesize the given product. (1) Given the product [F:35][C:34]1[CH:33]=[CH:32][C:19]([CH2:20][C:21]2[C:30]3[C:25](=[CH:26][CH:27]=[CH:28][CH:29]=3)[C:24](=[O:31])[NH:23][N:22]=2)=[CH:18][C:17]=1[C:15]([N:8]1[CH2:14][CH2:13][CH2:12][N:11]([C:42](=[O:43])[C:41]([C:37]2[O:36][CH:40]=[CH:39][CH:38]=2)=[O:45])[CH2:10][CH2:9]1)=[O:16], predict the reactants needed to synthesize it. The reactants are: OC(C(F)(F)F)=O.[N:8]1([C:15]([C:17]2[CH:18]=[C:19]([CH:32]=[CH:33][C:34]=2[F:35])[CH2:20][C:21]2[C:30]3[C:25](=[CH:26][CH:27]=[CH:28][CH:29]=3)[C:24](=[O:31])[NH:23][N:22]=2)=[O:16])[CH2:14][CH2:13][CH2:12][NH:11][CH2:10][CH2:9]1.[O:36]1[CH:40]=[CH:39][CH:38]=[C:37]1[C:41](=[O:45])[C:42](O)=[O:43].CCN(C(C)C)C(C)C.CN(C(ON1N=NC2C=CC=NC1=2)=[N+](C)C)C.F[P-](F)(F)(F)(F)F. (2) Given the product [Br:3][C:4]1[CH:9]=[CH:8][C:7]([C:10]2([C:11]#[N:12])[CH2:16][CH2:15]2)=[C:6]([F:13])[CH:5]=1, predict the reactants needed to synthesize it. The reactants are: [H-].[Na+].[Br:3][C:4]1[CH:9]=[CH:8][C:7]([CH2:10][C:11]#[N:12])=[C:6]([F:13])[CH:5]=1.Br[CH2:15][CH2:16]Br.